Dataset: Reaction yield outcomes from USPTO patents with 853,638 reactions. Task: Predict the reaction yield, written as a fraction of the theoretical maximum amount of product (1.0 means a 100% yield; for example, 0.34 means a 34% yield). (1) The reactants are [CH:1]([Si:4]1([CH:30]([CH3:32])[CH3:31])[O:11][C@@H:10]2[C@H:12]([CH3:23])[C@H:13]([N:15]3[CH:20]=[CH:19][C:18](=O)[NH:17][C:16]3=[O:22])[O:14][C@@H:9]2[CH2:8][O:7][Si:6]([CH:27]([CH3:29])[CH3:28])([CH:24]([CH3:26])[CH3:25])[O:5]1)([CH3:3])[CH3:2].COC1C=CC(P2(SP(C3C=CC(OC)=CC=3)(=S)S2)=[S:42])=CC=1. The catalyst is O1CCOCC1. The product is [CH:1]([Si:4]1([CH:30]([CH3:32])[CH3:31])[O:11][C@@H:10]2[C@H:12]([CH3:23])[C@H:13]([N:15]3[CH:20]=[CH:19][C:18](=[S:42])[NH:17][C:16]3=[O:22])[O:14][C@@H:9]2[CH2:8][O:7][Si:6]([CH:27]([CH3:29])[CH3:28])([CH:24]([CH3:26])[CH3:25])[O:5]1)([CH3:3])[CH3:2]. The yield is 0.670. (2) The reactants are [N+:1]([C:4]1[CH:5]=[C:6](Br)[CH:7]=[C:8]([NH:10][C:11]([O:13][C:14]([CH3:17])([CH3:16])[CH3:15])=[O:12])[CH:9]=1)([O-:3])=[O:2].[B:19]1([B:19]2[O:23][C:22]([CH3:25])([CH3:24])[C:21]([CH3:27])([CH3:26])[O:20]2)[O:23][C:22]([CH3:25])([CH3:24])[C:21]([CH3:27])([CH3:26])[O:20]1.CC([O-])=O.[K+]. The catalyst is C1C=CC(P(C2C=CC=CC=2)[C-]2C=CC=C2)=CC=1.C1C=CC(P(C2C=CC=CC=2)[C-]2C=CC=C2)=CC=1.Cl[Pd]Cl.[Fe+2]. The product is [C:14]([O:13][C:11]([NH:10][C:8]1[CH:7]=[C:6]([B:19]2[O:23][C:22]([CH3:25])([CH3:24])[C:21]([CH3:27])([CH3:26])[O:20]2)[CH:5]=[C:4]([N+:1]([O-:3])=[O:2])[CH:9]=1)=[O:12])([CH3:17])([CH3:16])[CH3:15]. The yield is 0.880. (3) The reactants are [ClH:1].[Cl:2][C:3]1[C:9]([O:10][CH3:11])=[CH:8][CH:7]=[CH:6][C:4]=1[NH2:5].[C:12](O)(=O)[CH2:13][C:14](O)=O.O(Cl)[Cl:20].[P]. The catalyst is O. The product is [Cl:1][C:14]1[CH:13]=[C:12]([Cl:20])[C:6]2[C:4](=[C:3]([Cl:2])[C:9]([O:10][CH3:11])=[CH:8][CH:7]=2)[N:5]=1. The yield is 0.740. (4) The reactants are [N:1]([C:10]([O:12][C:13]([CH3:16])([CH3:15])[CH3:14])=[O:11])=[N:2][C:3]([O:5][C:6]([CH3:9])([CH3:8])[CH3:7])=[O:4].[C:17]1([SiH3])[CH:22]=[CH:21][CH:20]=[CH:19]C=1.C1C23CC12C3. The catalyst is CC(O)C.ClCCl.CCCCC.CC(C)(C)/C(/O)=C/C(C(C)(C)C)=O.CC(C)(C)/C(/O)=C/C(C(C)(C)C)=O.CC(C)(C)/C(/O)=C/C(C(C)(C)C)=O.[Mn]. The product is [C:20]12([N:1]([C:10]([O:12][C:13]([CH3:16])([CH3:15])[CH3:14])=[O:11])[NH:2][C:3]([O:5][C:6]([CH3:7])([CH3:8])[CH3:9])=[O:4])[CH2:19][CH:22]([CH2:21]1)[CH2:17]2. The yield is 0.930.